Dataset: HIV replication inhibition screening data with 41,000+ compounds from the AIDS Antiviral Screen. Task: Binary Classification. Given a drug SMILES string, predict its activity (active/inactive) in a high-throughput screening assay against a specified biological target. (1) The drug is O=C(Nc1ccc(C=Cc2ccc(NC(=O)c3ccc4cccnc4c3O)cc2S(=O)(=O)O)c(S(=O)(=O)O)c1)c1ccc2cccnc2c1O.[NaH]. The result is 0 (inactive). (2) The drug is Cc1nn(C(=O)Cc2ccccc2)c2c1C(c1ccc(O)cc1)SC(=N)N2. The result is 1 (active).